From a dataset of Full USPTO retrosynthesis dataset with 1.9M reactions from patents (1976-2016). Predict the reactants needed to synthesize the given product. (1) Given the product [OH:8][CH2:9][CH2:10][CH2:11][N:12]([CH2:41][CH2:42][CH3:43])[C:13]([C:15]1=[CH:16][C:17]2[CH:27]=[CH:26][C:25]([C:28]3[CH:29]=[CH:30][C:31]([C:34]([N:36]4[CH2:37][CH2:38][CH2:39][CH2:40]4)=[O:35])=[CH:32][CH:33]=3)=[CH:24][C:18]=2[N:19]=[C:20]([NH:22][CH3:23])[CH2:21]1)=[O:14], predict the reactants needed to synthesize it. The reactants are: [Si]([O:8][CH2:9][CH2:10][CH2:11][N:12]([CH2:41][CH2:42][CH3:43])[C:13]([C:15]1=[CH:16][C:17]2[CH:27]=[CH:26][C:25]([C:28]3[CH:33]=[CH:32][C:31]([C:34]([N:36]4[CH2:40][CH2:39][CH2:38][CH2:37]4)=[O:35])=[CH:30][CH:29]=3)=[CH:24][C:18]=2[N:19]=[C:20]([NH:22][CH3:23])[CH2:21]1)=[O:14])(C(C)(C)C)(C)C.Cl. (2) Given the product [Br:18][C:19]1[CH:20]=[CH:21][C:22]([C:25]#[C:26][C:2]2[CH:17]=[CH:16][C:5]([O:6][CH2:7][CH2:8][N:9]3[CH2:14][CH2:13][CH:12]([CH3:15])[CH2:11][CH2:10]3)=[CH:4][CH:3]=2)=[N:23][CH:24]=1, predict the reactants needed to synthesize it. The reactants are: I[C:2]1[CH:17]=[CH:16][C:5]([O:6][CH2:7][CH2:8][N:9]2[CH2:14][CH2:13][CH:12]([CH3:15])[CH2:11][CH2:10]2)=[CH:4][CH:3]=1.[Br:18][C:19]1[CH:20]=[CH:21][C:22]([C:25]#[CH:26])=[N:23][CH:24]=1. (3) Given the product [OH:21][C@H:19]([CH3:20])[CH2:18][N:3]1[CH:4]=[C:5]([C:7]([O:9][CH2:10][CH3:11])=[O:8])[N:6]=[C:2]1[CH3:1], predict the reactants needed to synthesize it. The reactants are: [CH3:1][C:2]1[NH:3][CH:4]=[C:5]([C:7]([O:9][CH2:10][CH3:11])=[O:8])[N:6]=1.C(=O)([O-])[O-].[K+].[K+].[CH2:18]1[O:21][C@@H:19]1[CH3:20].